Dataset: Full USPTO retrosynthesis dataset with 1.9M reactions from patents (1976-2016). Task: Predict the reactants needed to synthesize the given product. (1) Given the product [N+:24]([C:27]1[CH:34]=[CH:33][CH:32]=[CH:31][C:28]=1[CH2:29][O:1][C:2]1[CH:3]=[C:4]2[C:13](=[CH:14][CH:15]=1)[C:12]([C:16]1[CH:21]=[CH:20][CH:19]=[CH:18][C:17]=1[CH3:22])=[C:11]1[C:6](=[CH:7][C:8](=[O:23])[CH:9]=[CH:10]1)[O:5]2)([O-:26])=[O:25], predict the reactants needed to synthesize it. The reactants are: [OH:1][C:2]1[CH:3]=[C:4]2[C:13](=[CH:14][CH:15]=1)[C:12]([C:16]1[CH:21]=[CH:20][CH:19]=[CH:18][C:17]=1[CH3:22])=[C:11]1[C:6](=[CH:7][C:8](=[O:23])[CH:9]=[CH:10]1)[O:5]2.[N+:24]([C:27]1[CH:34]=[CH:33][CH:32]=[CH:31][C:28]=1[CH2:29]Br)([O-:26])=[O:25]. (2) Given the product [NH2:14][C:15]1[C:16]2[CH:29]=[C:28]([CH:30]([C:6]3[CH:11]=[CH:10][CH:9]=[CH:8][CH:7]=3)[OH:31])[S:27][C:17]=2[N:18]=[C:19]([C:21]2[O:22][C:23]([CH3:26])=[CH:24][CH:25]=2)[N:20]=1, predict the reactants needed to synthesize it. The reactants are: C1COCC1.[C:6]1([Mg]Br)[CH:11]=[CH:10][CH:9]=[CH:8][CH:7]=1.[NH2:14][C:15]1[C:16]2[CH:29]=[C:28]([CH:30]=[O:31])[S:27][C:17]=2[N:18]=[C:19]([C:21]2[O:22][C:23]([CH3:26])=[CH:24][CH:25]=2)[N:20]=1. (3) Given the product [CH3:25][C:16]1[C:17]2[O:22][CH2:21][CH2:20][O:19][C:18]=2[CH:23]=[CH:24][C:15]=1[C:13]([NH:12][NH2:11])=[O:14], predict the reactants needed to synthesize it. The reactants are: COC1C=CC(COC([NH:11][NH:12][C:13]([C:15]2[CH:24]=[CH:23][C:18]3[O:19][CH2:20][CH2:21][O:22][C:17]=3[C:16]=2[CH3:25])=[O:14])=O)=CC=1.Cl. (4) Given the product [Cl:1][C:2]1[CH:3]=[C:4]([CH:12]=[CH:13][C:14]=1[Cl:15])[O:5][CH:6]1[CH2:11][CH2:10][N:9]([CH2:17][CH2:18][CH:19]2[CH2:21][O:20]2)[CH2:8][CH2:7]1, predict the reactants needed to synthesize it. The reactants are: [Cl:1][C:2]1[CH:3]=[C:4]([CH:12]=[CH:13][C:14]=1[Cl:15])[O:5][CH:6]1[CH2:11][CH2:10][NH:9][CH2:8][CH2:7]1.Br[CH2:17][CH2:18][CH:19]1[CH2:21][O:20]1.C(=O)([O-])[O-].[K+].[K+]. (5) Given the product [OH:16][CH:15]=[C:7]([C:4]1[CH:3]=[CH:2][N:1]=[CH:6][CH:5]=1)[C:8]([O:10][CH3:11])=[O:9], predict the reactants needed to synthesize it. The reactants are: [N:1]1[CH:6]=[CH:5][C:4]([CH2:7][C:8]([O:10][CH2:11]C)=[O:9])=[CH:3][CH:2]=1.[H-].[Na+].[CH:15](OCC)=[O:16].Cl. (6) The reactants are: [CH3:1][O:2][C:3]1[CH:8]=[CH:7][C:6]([C:9]([C:37]2[CH:42]=[CH:41][C:40]([O:43][CH3:44])=[CH:39][CH:38]=2)([C:31]2[CH:36]=[CH:35][CH:34]=[CH:33][CH:32]=2)[NH:10][C:11]2[CH2:12][O:13][C:14]([CH3:30])([CH3:29])[C:15]([F:28])([F:27])[C@:16]([C:19]3[CH:24]=[C:23](Br)[CH:22]=[CH:21][C:20]=3[F:26])([CH3:18])[N:17]=2)=[CH:5][CH:4]=1.[Cl:45][C:46]1[CH:47]=[C:48]([N:52]2[CH:56]=[C:55](B(O)O)[CH:54]=[N:53]2)[CH:49]=[CH:50][CH:51]=1.C(=O)([O-])[O-].[K+].[K+]. Given the product [CH3:1][O:2][C:3]1[CH:8]=[CH:7][C:6]([C:9]([NH:10][C:11]2[CH2:12][O:13][C:14]([CH3:30])([CH3:29])[C:15]([F:28])([F:27])[C@:16]([C:19]3[CH:24]=[C:23]([C:55]4[CH:54]=[N:53][N:52]([C:48]5[CH:49]=[CH:50][CH:51]=[C:46]([Cl:45])[CH:47]=5)[CH:56]=4)[CH:22]=[CH:21][C:20]=3[F:26])([CH3:18])[N:17]=2)([C:37]2[CH:42]=[CH:41][C:40]([O:43][CH3:44])=[CH:39][CH:38]=2)[C:31]2[CH:36]=[CH:35][CH:34]=[CH:33][CH:32]=2)=[CH:5][CH:4]=1, predict the reactants needed to synthesize it.